From a dataset of Experimentally validated miRNA-target interactions with 360,000+ pairs, plus equal number of negative samples. Binary Classification. Given a miRNA mature sequence and a target amino acid sequence, predict their likelihood of interaction. (1) The miRNA is mmu-miR-883a-5p with sequence UGCUGAGAGAAGUAGCAGUUAC. The protein sequence of the target gene is MILANAFCLFFFLDETLRSLASPSSPQGSELHGWRPQVDCVRANELCAAESNCSSRYRTLRQCLAGRDRNTMLANKECQAALEVLQESPLYDCRCKRGMKKELQCLQIYWSIHLGLTEGEEFYEASPYEPVTSRLSDIFRLASIFSGTGADPVVSAKSNHCLDAAKACNLNDNCKKLRSSYISICNREISPTERCNRRKCHKALRQFFDRVPSEYTYRMLFCSCQDQACAERRRQTILPSCSYEDKEKPNCLDLRSLCRTDHLCRSRLADFHANCRASYRTITSCPADNYQACLGSYAGM.... Result: 0 (no interaction). (2) The miRNA is hsa-miR-372-3p with sequence AAAGUGCUGCGACAUUUGAGCGU. The protein sequence of the target gene is MLLTVYCVRRDLSEVTFSLQVDADFELHNFRALCELESGIPAAESQIVYAERPLTDNHRSLASYGLKDGDVVILRQKENADPRPPVQFPNLPRIDFSSIAVPGTSSPRQRQPPGTQQSHSSPGEITSSPQGLDNPALLRDMLLANPHELSLLKERNPPLAEALLSGDLEKFSRVLVEQQQDRARREQERIRLFSADPFDLEAQAKIEEDIRQQNIEENMTIAMEEAPESFGQVVMLYINCKVNGHPVKAFVDSGAQMTIMSQACAERCNIMRLVDRRWAGIAKGVGTQKIIGRVHLAQVQ.... Result: 1 (interaction). (3) The protein sequence of the target gene is MGMKHSSRCLLLRRKMAENAVESTEVSSAPPQPPQPVIPAKPVQCVHHVSTQPSCPGRGKMSKLLNPEEMTSRDYYFDSYAHFGIHEEMLKDEVRTLTYRNSMYHNKHVFKDKVVLDVGSGTGILSMFAAKAGAKKVFGIECSSISDYSEKIIKANHLDNVITIFKGKVEEVELPVEKVDIIISEWMGYCLFYESMLNTVIFARDKWLKPGGLMFPDRAALYVVAIEDRQYKDFKIHWWENVYGFDMTCIRDVAMKEPLVDIVDPKQVVTNACLIKEVDIYTVKTEELSFTSAFCLQIQR.... The miRNA is hsa-miR-522-5p with sequence CUCUAGAGGGAAGCGCUUUCUG. Result: 0 (no interaction). (4) The miRNA is hsa-miR-6845-3p with sequence CCUCUCCUCCCUGUGCCCCAG. The protein sequence of the target gene is MKDFSDVILCMEATESSKTEFCNPAFEPESGPPCPPPVFPEDASYSVPAPWHGRRPRGLRPDCRFSWLCVLLLSSLLLLLLGLLVAIILAQLQAAPPSGASHSPLPAGGLTTTTTTPTITTSQAAGTPKGQQESGVSPSPQSTCGGLLSGPRGFFSSPNYPDPYPPNTHCVWHIQVATDHAIQLKIEALSIESVASCLFDRLELSPEPEGPLLRVCGRVPPPTLNTNASHLLVVFVSDSSVEGFGFHAWYQAMAPGRGSCAHDEFRCDQLICLLPDSVCDGFANCADGSDETNCSAKFSG.... Result: 1 (interaction). (5) Result: 1 (interaction). The protein sequence of the target gene is MWIQQLLGLSSMSIRWPGRPLGSHAWILIAMFQLAVDLPACEALGPGPEFWLLPRSPPRPPRLWSFRSGQPARVPAPVWSPRPPRVERIHGQMQMPRARRAHRPRDQAAALVPKAGLAKPPAAAKSSPSLASSSSSSSSAVAGGAPEQQALLRRGKRHLQGDGLSSFDSRGSRPTTETEFIAWGPTGDEEALESNTFPGVYGPTTVSILQTRKTTVAATTTTTTTATPMTLQTKGFTESLDPRRRIPGGVSTTEPSTSPSNNGEVTQPPRILGEASGLAVHQIITITVSLIMVIAALITT.... The miRNA is hsa-miR-1197 with sequence UAGGACACAUGGUCUACUUCU. (6) The miRNA is hsa-miR-6500-3p with sequence ACACUUGUUGGGAUGACCUGC. The protein sequence of the target gene is MTTYLEFIQQNEERDGVRFSWNVWPSSRLEATRMVVPVAALFTPLKERPDLPPIQYEPVLCSRTTCRAVLNPLCQVDYRAKLWACNFCYQRNQFPPSYAGISELNQPAELLPQFSSIEYVVLRGPQMPLIFLYVVDTCMEDEDLQALKESMQMSLSLLPPTALVGLITFGRMVQVHELGCEGISKSYVFRGTKDLSAKQLQEMLGLSKVPLTQATRGPQVQQPPPSNRFLQPVQKIDMNLTDLLGELQRDPWPVPQGKRPLRSSGVALSIAVGLLECTFPNTGARIMMFIGGPATQGPGM.... Result: 0 (no interaction). (7) The miRNA is hsa-miR-181d-5p with sequence AACAUUCAUUGUUGUCGGUGGGU. The protein sequence of the target gene is MKMSIWTPPRLLELAGRSLLRDQALAMSTLEELPTELFPPLFMEAFSRRRCEALKLMVQSWPFRRLPLRPLIKMPCLEAFQAVLDGLDALLNLGVRPRRWKLQVLDLQDVCENFWMVWSEAMAHGCFLNAKRNKKPVEDCPRMKGRQPLTVFVELWLKNRTLDEYLTCLLLWVKQRKDLLHLCCKKLKILGMPFRNIRSILKMVNLDCIQEVEVNCKWVLPILTQFTPYLGHMRNLQKLILSHMDVSRYVSPEQKKEIVTQFTTQFLKLRCLQKLYMNSVSFLEGHLDQLLSCLKTSLKF.... Result: 1 (interaction).